This data is from Catalyst prediction with 721,799 reactions and 888 catalyst types from USPTO. The task is: Predict which catalyst facilitates the given reaction. (1) Reactant: [CH2:1]([O:3][C:4](=[O:19])[C@@H:5]([O:17][CH3:18])[CH2:6][C:7]1[CH:12]=[CH:11][C:10]([C:13]#[C:14][CH2:15]O)=[CH:9][CH:8]=1)[CH3:2].C(N(CC)CC)C.S([Cl:31])(C)(=O)=O. The catalyst class is: 3. Product: [CH2:1]([O:3][C:4](=[O:19])[C@@H:5]([O:17][CH3:18])[CH2:6][C:7]1[CH:12]=[CH:11][C:10]([C:13]#[C:14][CH2:15][Cl:31])=[CH:9][CH:8]=1)[CH3:2]. (2) Reactant: [Li+].[OH-].[O:3]1[CH2:9][CH2:8][CH2:7][O:6][C:5]2[CH:10]=[C:11]([C:14]3[S:18][C:17]([N:19]4[CH2:24][CH2:23][CH:22]([C:25]([O:27]CC)=[O:26])[CH2:21][CH2:20]4)=[N:16][CH:15]=3)[CH:12]=[CH:13][C:4]1=2. Product: [O:3]1[CH2:9][CH2:8][CH2:7][O:6][C:5]2[CH:10]=[C:11]([C:14]3[S:18][C:17]([N:19]4[CH2:24][CH2:23][CH:22]([C:25]([OH:27])=[O:26])[CH2:21][CH2:20]4)=[N:16][CH:15]=3)[CH:12]=[CH:13][C:4]1=2. The catalyst class is: 569. (3) The catalyst class is: 4. Reactant: [NH2:1][CH:2]([CH3:5])[CH2:3][OH:4].CCN(CC)CC.[Cl:13][CH2:14][C:15](Cl)=[O:16]. Product: [Cl:13][CH2:14][C:15]([NH:1][CH:2]([CH3:5])[CH2:3][OH:4])=[O:16]. (4) Reactant: [Cl:1][C:2]1[N:7]=[CH:6][C:5]([CH2:8][N:9]2[C:14]3[N:15]=[CH:16][CH:17]=[CH:18][C:13]=3[C:12](=O)[C:11]([C:20]([O:22][CH2:23][CH3:24])=[O:21])=[N:10]2)=[CH:4][CH:3]=1.O1CCOCC1.COC1C=CC(P2(SP(C3C=CC(OC)=CC=3)(=S)S2)=[S:40])=CC=1. Product: [Cl:1][C:2]1[N:7]=[CH:6][C:5]([CH2:8][N:9]2[C:14]3[N:15]=[CH:16][CH:17]=[CH:18][C:13]=3[C:12](=[S:40])[C:11]([C:20]([O:22][CH2:23][CH3:24])=[O:21])=[N:10]2)=[CH:4][CH:3]=1. The catalyst class is: 11. (5) Reactant: CC1(C)C(C)(C)OB([C:9]2[CH:10]=[N:11][N:12](C(OC(C)(C)C)=O)[CH:13]=2)O1.Br[C:23]1[CH:30]=[CH:29][C:26]([C:27]#[N:28])=[C:25]([Cl:31])[CH:24]=1.C(N(CC)CC)C.C(O)(C(F)(F)F)=O. The catalyst class is: 20. Product: [Cl:31][C:25]1[CH:24]=[C:23]([C:9]2[CH:13]=[N:12][NH:11][CH:10]=2)[CH:30]=[CH:29][C:26]=1[C:27]#[N:28]. (6) Reactant: Cl[C:2]1[N:10]=[CH:9][N:8]=[C:7]2[C:3]=1[N:4]=[CH:5][N:6]2[C@H:11]1[CH2:14][C@H:13]([NH:15][C:16]2[N:25]=[CH:24][C:23]3[C:18](=[CH:19][CH:20]=[CH:21][CH:22]=3)[N:17]=2)[CH2:12]1.[CH3:26][O:27][C:28]([C:30]1[CH:35]=[CH:34][C:33](B(O)O)=[CH:32][CH:31]=1)=[O:29].C(=O)([O-])[O-].[Cs+].[Cs+]. Product: [N:17]1[C:18]2[C:23](=[CH:22][CH:21]=[CH:20][CH:19]=2)[CH:24]=[N:25][C:16]=1[NH:15][C@H:13]1[CH2:14][C@H:11]([N:6]2[CH:5]=[N:4][C:3]3[C:7]2=[N:8][CH:9]=[N:10][C:2]=3[C:33]2[CH:34]=[CH:35][C:30]([C:28]([O:27][CH3:26])=[O:29])=[CH:31][CH:32]=2)[CH2:12]1. The catalyst class is: 70.